This data is from Full USPTO retrosynthesis dataset with 1.9M reactions from patents (1976-2016). The task is: Predict the reactants needed to synthesize the given product. The reactants are: C(OC(=O)[NH:7][CH2:8][CH2:9][NH:10][C:11](=[O:49])[C:12]1[CH:17]=[CH:16][CH:15]=[C:14]([N:18]2[C:23]3[N:24]=[CH:25][C:26]([F:28])=[CH:27][C:22]=3[C:21](=[O:29])[N:20]([C@H:30]3[CH2:35][CH2:34][C@@H:33]([NH:36][C:37]([C:39]4[N:40]=[C:41]5[CH:46]=[CH:45][CH:44]=[CH:43][N:42]5[CH:47]=4)=[O:38])[CH2:32][CH2:31]3)[C:19]2=[O:48])[CH:13]=1)(C)(C)C.Cl. Given the product [NH2:7][CH2:8][CH2:9][NH:10][C:11]([C:12]1[CH:13]=[C:14]([N:18]2[C:23]3[N:24]=[CH:25][C:26]([F:28])=[CH:27][C:22]=3[C:21](=[O:29])[N:20]([C@@H:30]3[CH2:35][CH2:34][C@H:33]([NH:36][C:37]([C:39]4[N:40]=[C:41]5[CH:46]=[CH:45][CH:44]=[CH:43][N:42]5[CH:47]=4)=[O:38])[CH2:32][CH2:31]3)[C:19]2=[O:48])[CH:15]=[CH:16][CH:17]=1)=[O:49], predict the reactants needed to synthesize it.